Dataset: Forward reaction prediction with 1.9M reactions from USPTO patents (1976-2016). Task: Predict the product of the given reaction. (1) Given the reactants Br[C:2]1[C:3]([F:16])=[C:4]([NH:9][S:10]([CH2:13][CH2:14][CH3:15])(=[O:12])=[O:11])[CH:5]=[CH:6][C:7]=1[F:8].[Cl:17][C:18]1[N:27]=[C:26]([N:28]2[CH2:33][CH2:32][O:31][CH2:30][CH2:29]2)[C:25]2[C:20](=[C:21]([O:43][CH3:44])[CH:22]=[C:23](B3OC(C)(C)C(C)(C)O3)[CH:24]=2)[N:19]=1.C(=O)([O-])[O-].[Na+].[Na+].C(Cl)Cl, predict the reaction product. The product is: [Cl:17][C:18]1[N:27]=[C:26]([N:28]2[CH2:29][CH2:30][O:31][CH2:32][CH2:33]2)[C:25]2[C:20](=[C:21]([O:43][CH3:44])[CH:22]=[C:23]([C:2]3[C:3]([F:16])=[C:4]([NH:9][S:10]([CH2:13][CH2:14][CH3:15])(=[O:12])=[O:11])[CH:5]=[CH:6][C:7]=3[F:8])[CH:24]=2)[N:19]=1. (2) The product is: [C:14]([NH:13][C:11]1[S:12][C:8]2[C:7]([C:19]#[N:20])=[C:6]([O:5][C:4]3[CH:3]=[C:2]([NH:1][C:32](=[O:33])[C:31]4[CH:35]=[CH:36][CH:37]=[C:29]([O:28][C:26]([C:24]#[N:25])([CH3:27])[CH3:38])[CH:30]=4)[CH:23]=[CH:22][CH:21]=3)[CH:18]=[CH:17][C:9]=2[N:10]=1)(=[O:16])[CH3:15]. Given the reactants [NH2:1][C:2]1[CH:3]=[C:4]([CH:21]=[CH:22][CH:23]=1)[O:5][C:6]1[CH:18]=[CH:17][C:9]2[N:10]=[C:11]([NH:13][C:14](=[O:16])[CH3:15])[S:12][C:8]=2[C:7]=1[C:19]#[N:20].[C:24]([C:26]([CH3:38])([O:28][C:29]1[CH:30]=[C:31]([CH:35]=[CH:36][CH:37]=1)[C:32](O)=[O:33])[CH3:27])#[N:25].F[P-](F)(F)(F)(F)F.N1(OC(N(C)C)=[N+](C)C)C2N=CC=CC=2N=N1.N1C=CC=CC=1, predict the reaction product. (3) Given the reactants C(OC(=O)[NH:7][CH2:8][C:9]1[CH:14]=[CH:13][C:12]([NH2:15])=[CH:11][CH:10]=1)(C)(C)C.C(OC([NH:24][CH2:25][CH2:26][CH2:27][CH2:28][C@H:29]([NH:33][C:34]([O:36][CH2:37][CH:38]1[C:50]2[CH:49]=[CH:48][CH:47]=[CH:46][C:45]=2[C:44]2[C:39]1=[CH:40][CH:41]=[CH:42][CH:43]=2)=[O:35])[C:30](O)=[O:31])=O)(C)(C)C, predict the reaction product. The product is: [CH:40]1[C:39]2[CH:38]([CH2:37][O:36][C:34](=[O:35])[NH:33][C@H:29]([C:30](=[O:31])[NH:15][C:12]3[CH:11]=[CH:10][C:9]([CH2:8][NH2:7])=[CH:14][CH:13]=3)[CH2:28][CH2:27][CH2:26][CH2:25][NH2:24])[C:50]3[C:45](=[CH:46][CH:47]=[CH:48][CH:49]=3)[C:44]=2[CH:43]=[CH:42][CH:41]=1.